Dataset: TCR-epitope binding with 47,182 pairs between 192 epitopes and 23,139 TCRs. Task: Binary Classification. Given a T-cell receptor sequence (or CDR3 region) and an epitope sequence, predict whether binding occurs between them. (1) The epitope is LEPLVDLPI. The TCR CDR3 sequence is CASSEYRGVNNEQFF. Result: 1 (the TCR binds to the epitope). (2) The epitope is YLQPRTFLL. The TCR CDR3 sequence is CASTELNGGTQYF. Result: 1 (the TCR binds to the epitope). (3) The epitope is VLWAHGFEL. The TCR CDR3 sequence is CASSKARSGDFYSYEQYF. Result: 1 (the TCR binds to the epitope). (4) The epitope is PROT_97E67BCC. The TCR CDR3 sequence is CASSALTSGGDEQFF. Result: 1 (the TCR binds to the epitope). (5) The epitope is AYILFTRFFYV. The TCR CDR3 sequence is CASSPHQDPYEQYF. Result: 1 (the TCR binds to the epitope). (6) The epitope is AYILFTRFFYV. The TCR CDR3 sequence is CASSQPINTLQETQYF. Result: 1 (the TCR binds to the epitope). (7) The epitope is TFYLTNDVSFL. The TCR CDR3 sequence is CASSASPWDEQFF. Result: 0 (the TCR does not bind to the epitope). (8) The epitope is RLDKVEAEV. The TCR CDR3 sequence is CASSGVSPQETQYF. Result: 0 (the TCR does not bind to the epitope). (9) The epitope is LEPLVDLPI. The TCR CDR3 sequence is CASSPGLAGGTYEQYF. Result: 1 (the TCR binds to the epitope). (10) The epitope is SSTFNVPMEKLK. The TCR CDR3 sequence is CASSDWTGVGGYTF. Result: 0 (the TCR does not bind to the epitope).